This data is from Reaction yield outcomes from USPTO patents with 853,638 reactions. The task is: Predict the reaction yield, written as a fraction of the theoretical maximum amount of product (1.0 means a 100% yield; for example, 0.34 means a 34% yield). (1) The reactants are [Cl:1][C:2]1[C:3]([O:12][CH2:13][C:14]([F:17])([F:16])[F:15])=[N:4][CH:5]=[C:6]([CH:11]=1)[C:7](OC)=[O:8].[H-]. No catalyst specified. The product is [Cl:1][C:2]1[CH:11]=[C:6]([CH2:7][OH:8])[CH:5]=[N:4][C:3]=1[O:12][CH2:13][C:14]([F:15])([F:16])[F:17]. The yield is 0.780. (2) The reactants are [CH3:1][O:2][C:3]1[CH:4]=[C:5]([CH:7]=[C:8]([O:10][CH3:11])[CH:9]=1)N.OS(O)(=O)=O.N([O-])=O.[Na+].[I-:21].[K+].N#N. The catalyst is O.C(OCC)C. The product is [CH3:1][O:2][C:3]1[CH:4]=[C:5]([I:21])[CH:7]=[C:8]([O:10][CH3:11])[CH:9]=1. The yield is 0.610. (3) The reactants are Br[C:2]1[C:3]([C:9]2[CH:14]=[CH:13][CH:12]=[CH:11][C:10]=2[Cl:15])=[CH:4][C:5]([Cl:8])=[N:6][CH:7]=1.C([Li])CCC.BrBr.[Li].Cl[C:25]([O:27][CH2:28][CH3:29])=[O:26]. The catalyst is O1CCCC1. The product is [CH2:28]([O:27][C:25](=[O:26])[C:2]1[C:3]([C:9]2[CH:14]=[CH:13][CH:12]=[CH:11][C:10]=2[Cl:15])=[CH:4][C:5]([Cl:8])=[N:6][CH:7]=1)[CH3:29]. The yield is 0.850. (4) The reactants are [CH3:1][O:2][C:3](=[O:21])[C:4]1[CH:9]=[C:8]([NH2:10])[C:7]([NH2:11])=[C:6]([F:12])[C:5]=1[NH:13][C:14]1[CH:19]=[CH:18][CH:17]=[CH:16][C:15]=1[Cl:20].[C:22](O)(=O)C.C(N)=N. The catalyst is CCO.C(OCC)(=O)C. The product is [CH3:1][O:2][C:3]([C:4]1[C:5]([NH:13][C:14]2[CH:19]=[CH:18][CH:17]=[CH:16][C:15]=2[Cl:20])=[C:6]([F:12])[C:7]2[N:11]=[CH:22][NH:10][C:8]=2[CH:9]=1)=[O:21]. The yield is 0.850. (5) The reactants are [H-].C([Al+]CC(C)C)C(C)C.[Br:11][C:12]1[CH:13]=[C:14]([CH:18]([N:25]2[CH:29]=[C:28]([C:30]3[C:31]4[CH:38]=[CH:37][N:36]([CH2:39][O:40][CH2:41][CH2:42][Si:43]([CH3:46])([CH3:45])[CH3:44])[C:32]=4[N:33]=[CH:34][N:35]=3)[CH:27]=[N:26]2)[CH2:19][C:20](OCC)=[O:21])[CH:15]=[CH:16][CH:17]=1.C(Cl)Cl. The catalyst is CCCCCC. The product is [Br:11][C:12]1[CH:13]=[C:14]([CH:18]([N:25]2[CH:29]=[C:28]([C:30]3[C:31]4[CH:38]=[CH:37][N:36]([CH2:39][O:40][CH2:41][CH2:42][Si:43]([CH3:44])([CH3:46])[CH3:45])[C:32]=4[N:33]=[CH:34][N:35]=3)[CH:27]=[N:26]2)[CH2:19][CH:20]=[O:21])[CH:15]=[CH:16][CH:17]=1. The yield is 0.700. (6) The reactants are Cl[C:2]1[N:7]=[C:6]([NH:8][C:9]2[CH:14]=[CH:13][C:12]([F:15])=[C:11]([Cl:16])[CH:10]=2)[CH:5]=[CH:4][N:3]=1.[CH3:17][N:18]1[CH2:23][CH2:22][N:21]([C:24]2[N:29]=[CH:28][C:27]([NH2:30])=[CH:26][CH:25]=2)[CH2:20][CH2:19]1.CO.C(Cl)Cl.[OH-].[Na+]. The catalyst is CC(O)C.C(O)(C(F)(F)F)=O. The product is [Cl:16][C:11]1[CH:10]=[C:9]([NH:8][C:6]2[CH:5]=[CH:4][N:3]=[C:2]([NH:30][C:27]3[CH:28]=[N:29][C:24]([N:21]4[CH2:22][CH2:23][N:18]([CH3:17])[CH2:19][CH2:20]4)=[CH:25][CH:26]=3)[N:7]=2)[CH:14]=[CH:13][C:12]=1[F:15]. The yield is 0.900. (7) The reactants are [OH:1][C:2]1[CH:11]=[CH:10][C:5]2[C:6](=[O:9])[CH2:7][O:8][C:4]=2[CH:3]=1.[CH3:12][N:13]1[CH2:18][CH2:17][NH:16][CH2:15][CH2:14]1.[CH2:19]=O. The catalyst is C(O)C. The product is [OH:1][C:2]1[CH:11]=[CH:10][C:5]2[C:6](=[O:9])[CH2:7][O:8][C:4]=2[C:3]=1[CH2:12][N:13]1[CH2:18][CH2:17][N:16]([CH3:19])[CH2:15][CH2:14]1. The yield is 0.540.